This data is from NCI-60 drug combinations with 297,098 pairs across 59 cell lines. The task is: Regression. Given two drug SMILES strings and cell line genomic features, predict the synergy score measuring deviation from expected non-interaction effect. (1) Drug 2: CCC1(CC2CC(C3=C(CCN(C2)C1)C4=CC=CC=C4N3)(C5=C(C=C6C(=C5)C78CCN9C7C(C=CC9)(C(C(C8N6C)(C(=O)OC)O)OC(=O)C)CC)OC)C(=O)OC)O.OS(=O)(=O)O. Drug 1: C1=C(C(=O)NC(=O)N1)N(CCCl)CCCl. Synergy scores: CSS=19.3, Synergy_ZIP=-3.88, Synergy_Bliss=-2.04, Synergy_Loewe=-10.5, Synergy_HSA=-1.44. Cell line: OVCAR-4. (2) Drug 1: CC1OCC2C(O1)C(C(C(O2)OC3C4COC(=O)C4C(C5=CC6=C(C=C35)OCO6)C7=CC(=C(C(=C7)OC)O)OC)O)O. Drug 2: C(CCl)NC(=O)N(CCCl)N=O. Cell line: SK-MEL-5. Synergy scores: CSS=16.0, Synergy_ZIP=-7.62, Synergy_Bliss=3.58, Synergy_Loewe=-20.8, Synergy_HSA=-1.01. (3) Drug 1: C1CC(=O)NC(=O)C1N2CC3=C(C2=O)C=CC=C3N. Drug 2: C1=C(C(=O)NC(=O)N1)N(CCCl)CCCl. Cell line: U251. Synergy scores: CSS=33.8, Synergy_ZIP=-1.39, Synergy_Bliss=-0.0420, Synergy_Loewe=-11.6, Synergy_HSA=2.35. (4) Drug 2: CC1=C(C(=CC=C1)Cl)NC(=O)C2=CN=C(S2)NC3=CC(=NC(=N3)C)N4CCN(CC4)CCO. Drug 1: C1CN1P(=S)(N2CC2)N3CC3. Cell line: HOP-92. Synergy scores: CSS=3.81, Synergy_ZIP=3.92, Synergy_Bliss=10.4, Synergy_Loewe=4.30, Synergy_HSA=5.73. (5) Drug 1: CC12CCC(CC1=CCC3C2CCC4(C3CC=C4C5=CN=CC=C5)C)O. Drug 2: CC1C(C(CC(O1)OC2CC(CC3=C2C(=C4C(=C3O)C(=O)C5=CC=CC=C5C4=O)O)(C(=O)C)O)N)O. Cell line: SW-620. Synergy scores: CSS=38.0, Synergy_ZIP=-0.207, Synergy_Bliss=-0.163, Synergy_Loewe=-23.7, Synergy_HSA=-0.253. (6) Drug 1: CC(C)NC(=O)C1=CC=C(C=C1)CNNC.Cl. Drug 2: C1C(C(OC1N2C=NC3=C2NC=NCC3O)CO)O. Cell line: KM12. Synergy scores: CSS=16.4, Synergy_ZIP=-3.76, Synergy_Bliss=-3.44, Synergy_Loewe=4.76, Synergy_HSA=-4.58. (7) Drug 1: CN1C(=O)N2C=NC(=C2N=N1)C(=O)N. Drug 2: CS(=O)(=O)CCNCC1=CC=C(O1)C2=CC3=C(C=C2)N=CN=C3NC4=CC(=C(C=C4)OCC5=CC(=CC=C5)F)Cl. Cell line: A498. Synergy scores: CSS=0.690, Synergy_ZIP=-1.41, Synergy_Bliss=-1.24, Synergy_Loewe=-14.3, Synergy_HSA=-5.77. (8) Drug 1: C#CCC(CC1=CN=C2C(=N1)C(=NC(=N2)N)N)C3=CC=C(C=C3)C(=O)NC(CCC(=O)O)C(=O)O. Drug 2: CC1=C(C(=O)C2=C(C1=O)N3CC4C(C3(C2COC(=O)N)OC)N4)N. Cell line: MDA-MB-231. Synergy scores: CSS=7.07, Synergy_ZIP=-2.40, Synergy_Bliss=1.94, Synergy_Loewe=0.211, Synergy_HSA=0.291. (9) Drug 1: C1CCC(C1)C(CC#N)N2C=C(C=N2)C3=C4C=CNC4=NC=N3. Drug 2: B(C(CC(C)C)NC(=O)C(CC1=CC=CC=C1)NC(=O)C2=NC=CN=C2)(O)O. Cell line: HT29. Synergy scores: CSS=-3.04, Synergy_ZIP=2.74, Synergy_Bliss=-0.0864, Synergy_Loewe=-9.65, Synergy_HSA=-5.59. (10) Drug 1: C1CCC(C1)C(CC#N)N2C=C(C=N2)C3=C4C=CNC4=NC=N3. Drug 2: C1=CC(=CC=C1CC(C(=O)O)N)N(CCCl)CCCl.Cl. Cell line: 786-0. Synergy scores: CSS=28.7, Synergy_ZIP=-0.620, Synergy_Bliss=4.60, Synergy_Loewe=-3.67, Synergy_HSA=3.31.